Task: Predict the reactants needed to synthesize the given product.. Dataset: Full USPTO retrosynthesis dataset with 1.9M reactions from patents (1976-2016) (1) Given the product [Cl:1][C:2]1[C:7]([F:8])=[C:6]([C:17]([CH3:21])=[CH2:16])[CH:5]=[CH:4][N:3]=1, predict the reactants needed to synthesize it. The reactants are: [Cl:1][C:2]1[C:7]([F:8])=[C:6](I)[CH:5]=[CH:4][N:3]=1.C([O-])([O-])=O.[K+].[K+].[CH3:16][C:17]1(C)[C:21](C)(C)OB(C(C)=C)O1. (2) Given the product [Br:19][C:14]1[CH:13]=[C:12]([N:11]2[C:10](=[O:20])[O:9][N:8]=[C:7]2[C:3]2[C:2]([NH:1][C:22](=[O:23])[O:24][C:25]3[CH:30]=[CH:29][CH:28]=[CH:27][CH:26]=3)=[N:6][O:5][N:4]=2)[CH:17]=[CH:16][C:15]=1[F:18], predict the reactants needed to synthesize it. The reactants are: [NH2:1][C:2]1[C:3]([C:7]2[N:11]([C:12]3[CH:17]=[CH:16][C:15]([F:18])=[C:14]([Br:19])[CH:13]=3)[C:10](=[O:20])[O:9][N:8]=2)=[N:4][O:5][N:6]=1.Cl[C:22]([O:24][C:25]1[CH:30]=[CH:29][CH:28]=[CH:27][CH:26]=1)=[O:23]. (3) Given the product [C:6]1([C:4](=[O:5])[CH2:3][CH2:2][N:20]2[CH2:21][CH2:22][CH2:23][CH:18]([C:12]3[CH:17]=[CH:16][CH:15]=[CH:14][CH:13]=3)[CH2:19]2)[CH:11]=[CH:10][CH:9]=[CH:8][CH:7]=1, predict the reactants needed to synthesize it. The reactants are: Cl[CH2:2][CH2:3][C:4]([C:6]1[CH:11]=[CH:10][CH:9]=[CH:8][CH:7]=1)=[O:5].[C:12]1([CH:18]2[CH2:23][CH2:22][CH2:21][NH:20][CH2:19]2)[CH:17]=[CH:16][CH:15]=[CH:14][CH:13]=1.S1C=CN=C1C1CCCNC1. (4) Given the product [OH:35][C@H:34]1[C@H:30]2[O:29][CH2:28][C@@H:27]([O:26][C:24]3[N:23]([CH2:36][O:37][CH2:38][CH2:39][Si:40]([CH3:43])([CH3:42])[CH3:41])[C:5]4=[N:6][C:7]([C:8]5[CH:9]=[CH:10][C:11]([C:45]6[CH:46]=[CH:47][C:48]([N:51]=[S:52]([CH3:57])([N:54]([CH3:55])[CH3:56])=[O:53])=[CH:49][CH:50]=6)=[CH:12][CH:13]=5)=[C:2]([Cl:1])[CH:3]=[C:4]4[N:25]=3)[C@H:31]2[O:32][CH2:33]1, predict the reactants needed to synthesize it. The reactants are: [Cl:1][C:2]1[CH:3]=[C:4]2[N:25]=[C:24]([O:26][C@H:27]3[C@H:31]4[O:32][CH2:33][C@@H:34]([OH:35])[C@H:30]4[O:29][CH2:28]3)[N:23]([CH2:36][O:37][CH2:38][CH2:39][Si:40]([CH3:43])([CH3:42])[CH3:41])[C:5]2=[N:6][C:7]=1[C:8]1[CH:13]=[CH:12][C:11](B2OC(C)(C)C(C)(C)O2)=[CH:10][CH:9]=1.Br[C:45]1[CH:50]=[CH:49][C:48]([N:51]=[S:52]([CH3:57])([N:54]([CH3:56])[CH3:55])=[O:53])=[CH:47][CH:46]=1.C([O-])([O-])=O.[Na+].[Na+]. (5) Given the product [CH2:15]([N:17]1[C:25]2[C:20](=[N:21][CH:22]=[CH:23][CH:24]=2)[N:19]([C:26]2[CH:27]=[CH:28][C:29]([O:32][C:3]3[N:2]([CH3:1])[C:6]4[CH2:7][CH2:8][CH2:9][CH2:10][C:5]=4[N:4]=3)=[CH:30][CH:31]=2)[C:18]1=[O:33])[CH3:16], predict the reactants needed to synthesize it. The reactants are: [CH3:1][N:2]1[C:6]2[CH2:7][CH2:8][CH2:9][CH2:10][C:5]=2[N:4]=[C:3]1S(C)(=O)=O.[CH2:15]([N:17]1[C:25]2[C:20](=[N:21][CH:22]=[CH:23][CH:24]=2)[N:19]([C:26]2[CH:31]=[CH:30][C:29]([OH:32])=[CH:28][CH:27]=2)[C:18]1=[O:33])[CH3:16].[H-].[Na+].O. (6) Given the product [CH:1]1[C:11]2[CH2:10][CH2:9][C:8]3[CH:12]=[CH:13][CH:14]=[CH:15][C:7]=3[C:6](=[CH:16][C:17]3[CH:22]=[CH:21][C:20]([NH:23][S:26]([CH2:24][CH3:25])(=[O:28])=[O:27])=[CH:19][CH:18]=3)[C:5]=2[CH:4]=[CH:3][CH:2]=1, predict the reactants needed to synthesize it. The reactants are: [CH:1]1[C:11]2[CH2:10][CH2:9][C:8]3[CH:12]=[CH:13][CH:14]=[CH:15][C:7]=3[C:6](=[CH:16][C:17]3[CH:22]=[CH:21][C:20]([NH2:23])=[CH:19][CH:18]=3)[C:5]=2[CH:4]=[CH:3][CH:2]=1.[CH2:24]([S:26](Cl)(=[O:28])=[O:27])[CH3:25]. (7) Given the product [C:20]([O:19][C:17]([NH:1][CH:2]([C:8]1[CH:13]=[CH:12][CH:11]=[C:10]([CH:14]([F:15])[F:16])[CH:9]=1)[C:3]([O:5][CH2:6][CH3:7])=[O:4])=[O:18])([CH3:23])([CH3:22])[CH3:21], predict the reactants needed to synthesize it. The reactants are: [NH2:1][CH:2]([C:8]1[CH:13]=[CH:12][CH:11]=[C:10]([CH:14]([F:16])[F:15])[CH:9]=1)[C:3]([O:5][CH2:6][CH3:7])=[O:4].[C:17](O[C:17]([O:19][C:20]([CH3:23])([CH3:22])[CH3:21])=[O:18])([O:19][C:20]([CH3:23])([CH3:22])[CH3:21])=[O:18]. (8) Given the product [C@@H:6]1([C:24]2[CH:29]=[CH:28][C:27]([Cl:30])=[C:26]([CH2:31][C:32]3[S:33][C:34]([C:37]4[CH:42]=[CH:41][C:40]([C:46]([O:49][CH2:50][CH3:51])=[O:48])=[CH:39][CH:38]=4)=[CH:35][CH:36]=3)[CH:25]=2)[O:7][C@H:8]([CH2:19][OH:20])[C@@H:9]([OH:15])[C@H:10]([OH:11])[C@H:5]1[OH:4], predict the reactants needed to synthesize it. The reactants are: C([O:4][C@@H:5]1[C@@H:10]([O:11]C(=O)C)[C@H:9]([O:15]C(=O)C)[C@@H:8]([CH2:19][O:20]C(=O)C)[O:7][C@H:6]1[C:24]1[CH:29]=[CH:28][C:27]([Cl:30])=[C:26]([CH2:31][C:32]2[S:33][C:34]([C:37]3[CH:42]=[CH:41][C:40](C#N)=[CH:39][CH:38]=3)=[CH:35][CH:36]=2)[CH:25]=1)(=O)C.Cl.[C:46]([O:49][CH2:50][CH3:51])(=[O:48])C. (9) Given the product [Br:12][CH2:13][CH2:14][O:8][C:7]1[C:2]([CH3:1])=[N:3][C:4]([CH3:9])=[CH:5][CH:6]=1, predict the reactants needed to synthesize it. The reactants are: [CH3:1][C:2]1[C:7]([OH:8])=[CH:6][CH:5]=[C:4]([CH3:9])[N:3]=1.[H-].[Na+].[Br:12][CH2:13][CH2:14]Br. (10) Given the product [Cl:2][C:3]1[CH:8]=[C:7]([Cl:9])[CH:6]=[CH:5][C:4]=1[CH2:10][CH2:11][O:12][C:13]1[CH:14]=[C:15]([CH:26]=[CH:27][C:28]=1[O:29][CH3:30])[C:16]([NH:18][CH2:19][CH:20]1[CH2:25][CH2:24][N:23]([CH2:34][C:35]([OH:37])=[O:36])[CH2:22][CH2:21]1)=[O:17], predict the reactants needed to synthesize it. The reactants are: Cl.[Cl:2][C:3]1[CH:8]=[C:7]([Cl:9])[CH:6]=[CH:5][C:4]=1[CH2:10][CH2:11][O:12][C:13]1[CH:14]=[C:15]([CH:26]=[CH:27][C:28]=1[O:29][CH3:30])[C:16]([NH:18][CH2:19][CH:20]1[CH2:25][CH2:24][NH:23][CH2:22][CH2:21]1)=[O:17].[OH-].[Na+].Br[CH2:34][C:35]([OH:37])=[O:36].Cl.